This data is from Reaction yield outcomes from USPTO patents with 853,638 reactions. The task is: Predict the reaction yield, written as a fraction of the theoretical maximum amount of product (1.0 means a 100% yield; for example, 0.34 means a 34% yield). (1) The yield is 0.750. The catalyst is CO.[Pd]. The product is [F:17][CH:2]([F:1])[C:3]1[N:7]2[CH:8]=[C:9]([NH2:14])[CH:10]=[C:11]([O:12][CH3:13])[C:6]2=[N:5][N:4]=1. The reactants are [F:1][CH:2]([F:17])[C:3]1[N:7]2[CH:8]=[C:9]([N+:14]([O-])=O)[CH:10]=[C:11]([O:12][CH3:13])[C:6]2=[N:5][N:4]=1. (2) The reactants are [Cl:1][C:2]1[CH:3]=[N+:4]([O-:27])[CH:5]=[C:6]([Cl:26])[C:7]=1[CH2:8][C@@H:9]([C:11]1[CH:16]=[CH:15][C:14]([O:17][CH:18]([F:20])[F:19])=[C:13]([O:21][CH2:22][CH:23]2[CH2:25][CH2:24]2)[CH:12]=1)[OH:10].[N+:28]([C:31]1[CH:46]=[CH:45][C:34]([C:35]([N:37]2[CH2:41][CH2:40][S:39][CH:38]2[C:42](O)=[O:43])=[O:36])=[CH:33][CH:32]=1)([O-:30])=[O:29].C(Cl)CCl. The catalyst is CN(C1C=CN=CC=1)C.CN(C=O)C.O. The product is [Cl:1][C:2]1[CH:3]=[N+:4]([O-:27])[CH:5]=[C:6]([Cl:26])[C:7]=1[CH2:8][C@@H:9]([C:11]1[CH:16]=[CH:15][C:14]([O:17][CH:18]([F:20])[F:19])=[C:13]([O:21][CH2:22][CH:23]2[CH2:25][CH2:24]2)[CH:12]=1)[O:10][C:42]([CH:38]1[N:37]([C:35](=[O:36])[C:34]2[CH:33]=[CH:32][C:31]([N+:28]([O-:30])=[O:29])=[CH:46][CH:45]=2)[CH2:41][CH2:40][S:39]1)=[O:43]. The yield is 0.800.